From a dataset of Forward reaction prediction with 1.9M reactions from USPTO patents (1976-2016). Predict the product of the given reaction. Given the reactants C([O:3][C:4](=[O:40])[CH2:5][S:6][C:7]1[S:8][C:9]2[C:10]([N:39]=1)=[N:11][CH:12]=[C:13]([N:15]1[CH2:20][CH2:19][CH:18]([O:21][C:22]3[CH:23]=[C:24]([C:29]4[CH:34]=[CH:33][C:32]([C:35]([F:38])([F:37])[F:36])=[CH:31][CH:30]=4)[CH:25]=[CH:26][C:27]=3[Br:28])[CH2:17][CH2:16]1)[N:14]=2)C.[OH-].[Na+], predict the reaction product. The product is: [Br:28][C:27]1[CH:26]=[CH:25][C:24]([C:29]2[CH:34]=[CH:33][C:32]([C:35]([F:36])([F:37])[F:38])=[CH:31][CH:30]=2)=[CH:23][C:22]=1[O:21][CH:18]1[CH2:19][CH2:20][N:15]([C:13]2[N:14]=[C:9]3[S:8][C:7]([S:6][CH2:5][C:4]([OH:40])=[O:3])=[N:39][C:10]3=[N:11][CH:12]=2)[CH2:16][CH2:17]1.